Predict the reactants needed to synthesize the given product. From a dataset of Full USPTO retrosynthesis dataset with 1.9M reactions from patents (1976-2016). Given the product [C:19](=[O:20])([O:7][CH2:1][CH2:2][CH2:3][CH2:4][CH2:5][CH3:6])[NH2:18], predict the reactants needed to synthesize it. The reactants are: [CH2:1]([OH:7])[CH2:2][CH2:3][CH2:4][CH2:5][CH3:6].C([Sn](=O)CCCC)CCC.[NH2:18][C:19](N)=[O:20].